This data is from Forward reaction prediction with 1.9M reactions from USPTO patents (1976-2016). The task is: Predict the product of the given reaction. (1) Given the reactants [SH:1][C:2]1[CH:7]=[CH:6][C:5]([CH2:8][C:9]([OH:11])=[O:10])=[CH:4][CH:3]=1.OS(O)(=O)=O.[CH3:17]O, predict the reaction product. The product is: [SH:1][C:2]1[CH:3]=[CH:4][C:5]([CH2:8][C:9]([O:11][CH3:17])=[O:10])=[CH:6][CH:7]=1. (2) Given the reactants [NH:1]1[C:9]2[C:4](=[CH:5][CH:6]=[CH:7][CH:8]=2)[CH2:3][C:2]1=[O:10].[CH2:11]([O:13][C:14](=[O:28])[CH2:15][CH2:16][N:17]1[C:25]2[C:20](=[CH:21][CH:22]=[CH:23][CH:24]=2)[C:19]([CH:26]=O)=[CH:18]1)[CH3:12], predict the reaction product. The product is: [CH2:11]([O:13][C:14](=[O:28])[CH2:15][CH2:16][N:17]1[C:25]2[C:20](=[CH:21][CH:22]=[CH:23][CH:24]=2)[C:19]([CH:26]=[C:3]2[C:4]3[C:9](=[CH:8][CH:7]=[CH:6][CH:5]=3)[NH:1][C:2]2=[O:10])=[CH:18]1)[CH3:12]. (3) Given the reactants Cl[C:2]1[N:7]=[CH:6][C:5]([CH2:8][OH:9])=[CH:4][CH:3]=1.[O-:10][CH2:11][CH3:12].[Na+], predict the reaction product. The product is: [CH2:11]([O:10][C:2]1[N:7]=[CH:6][C:5]([CH2:8][OH:9])=[CH:4][CH:3]=1)[CH3:12]. (4) Given the reactants C([N:4]1[C:22]2[CH:23]=[C:18]([CH:19]=[C:20]([Cl:24])[N:21]=2)[C:17](=[O:25])[NH:16][C@H:15]([C@@H:26]2[O:30]C(=O)[N:28]([CH2:32][C:33]3[CH:38]=[CH:37][CH:36]=[C:35]([CH:39]([CH3:41])[CH3:40])[CH:34]=3)[CH2:27]2)[CH2:14][C:13]2=[CH:42][C:9](=[C:10]([OH:43])[CH:11]=[CH:12]2)[CH2:8][CH2:7][CH2:6][CH2:5]1)(=O)C.OS(O)(=O)=O, predict the reaction product. The product is: [Cl:24][C:20]1[N:21]=[C:22]2[CH:23]=[C:18]([CH:19]=1)[C:17](=[O:25])[NH:16][C@H:15]([C@H:26]([OH:30])[CH2:27][NH:28][CH2:32][C:33]1[CH:38]=[CH:37][CH:36]=[C:35]([CH:39]([CH3:41])[CH3:40])[CH:34]=1)[CH2:14][C:13]1=[CH:42][C:9](=[C:10]([OH:43])[CH:11]=[CH:12]1)[CH2:8][CH2:7][CH2:6][CH2:5][NH:4]2. (5) Given the reactants [C:1]([S:5][CH2:6][C:7]1[CH:8]=[C:9]([NH:22][C:23](=[O:28])[C:24]([CH3:27])([CH3:26])[CH3:25])[CH:10]=[CH:11][C:12]=1[CH2:13][N:14]1[CH:18]=[C:17]([CH2:19][C:20]#[N:21])[CH:16]=[N:15]1)([CH3:4])([CH3:3])[CH3:2].C[Si]([N:33]=[N+:34]=[N-:35])(C)C.C([Sn](=O)CCCC)CCC, predict the reaction product. The product is: [C:1]([S:5][CH2:6][C:7]1[CH:8]=[C:9]([NH:22][C:23](=[O:28])[C:24]([CH3:27])([CH3:26])[CH3:25])[CH:10]=[CH:11][C:12]=1[CH2:13][N:14]1[CH:18]=[C:17]([CH2:19][C:20]2[N:33]=[N:34][NH:35][N:21]=2)[CH:16]=[N:15]1)([CH3:4])([CH3:3])[CH3:2]. (6) Given the reactants [NH2:1][C@H:2]([C:7]([OH:9])=O)[CH2:3][CH:4]([CH3:6])[CH3:5].[Cl:10][C:11]1[CH:12]=[CH:13][C:14]([N:26]2[CH:30]=[N:29][N:28]=[N:27]2)=[C:15]([CH:25]=1)[CH2:16][NH:17][C:18](=[O:24])[C@@H:19]1[CH2:23][CH2:22][CH2:21][NH:20]1.[CH2:31](Cl)CCl.C1C=NC2N(O)N=NC=2C=1, predict the reaction product. The product is: [CH3:31][C:4]([CH3:5])([CH3:6])[CH2:3][C@H:2]([C:7]([N:20]1[CH2:21][CH2:22][CH2:23][C@H:19]1[C:18]([NH:17][CH2:16][C:15]1[CH:25]=[C:11]([Cl:10])[CH:12]=[CH:13][C:14]=1[N:26]1[CH:30]=[N:29][N:28]=[N:27]1)=[O:24])=[O:9])[NH2:1]. (7) The product is: [CH2:14]([O:7][C:6](=[O:8])[C:5]1[CH:9]=[CH:10][CH:11]=[N:12][C:4]=1[NH2:3])[CH3:15]. Given the reactants [H-].[Na+].[NH2:3][C:4]1[N:12]=[CH:11][CH:10]=[CH:9][C:5]=1[C:6]([OH:8])=[O:7].I[CH2:14][CH3:15], predict the reaction product. (8) Given the reactants C(=O)(O)O.[NH:5]([C:7](=[NH:9])[NH2:8])[NH2:6].[Cl:10][C:11]1[CH:12]=[C:13]([CH:17]=[CH:18][CH:19]=1)[C:14](Cl)=[O:15].[OH-].[Na+], predict the reaction product. The product is: [Cl:10][C:11]1[CH:12]=[C:13]([CH:17]=[CH:18][CH:19]=1)[C:14]([NH:6][NH:5][C:7](=[NH:8])[NH2:9])=[O:15]. (9) Given the reactants [CH:1]1([N:7]([CH:11]2[CH2:16][CH2:15][CH2:14][CH2:13][CH2:12]2)[C:8](Cl)=[O:9])[CH2:6][CH2:5][CH2:4][CH2:3][CH2:2]1.[F:17][C:18]1[CH:28]=[CH:27][C:21]([CH2:22][NH:23][C:24]([NH2:26])=[O:25])=[CH:20][CH:19]=1, predict the reaction product. The product is: [CH:1]1([N:7]([CH:11]2[CH2:16][CH2:15][CH2:14][CH2:13][CH2:12]2)[C:8]([NH:26][C:24]([NH:23][CH2:22][C:21]2[CH:27]=[CH:28][C:18]([F:17])=[CH:19][CH:20]=2)=[O:25])=[O:9])[CH2:6][CH2:5][CH2:4][CH2:3][CH2:2]1.